This data is from Full USPTO retrosynthesis dataset with 1.9M reactions from patents (1976-2016). The task is: Predict the reactants needed to synthesize the given product. (1) The reactants are: [CH3:1][N:2]1[CH:7]2[CH2:8][CH2:9][CH:3]1[CH:4]=[C:5](OS(C(F)(F)F)(=O)=O)[CH2:6]2.[S:18]1[C:22]2[CH:23]=[CH:24][CH:25]=[CH:26][C:21]=2[CH:20]=[C:19]1B(O)O.C(=O)([O-])[O-].[K+].[K+].[Cl-].[Li+].[C:38]([OH:47])(=[O:46])[C@H:39]([C@@H:41]([C:43]([OH:45])=[O:44])[OH:42])[OH:40]. Given the product [C:38]([OH:47])(=[O:46])[C@H:39]([C@@H:41]([C:43]([OH:45])=[O:44])[OH:42])[OH:40].[S:18]1[C:22]2[CH:23]=[CH:24][CH:25]=[CH:26][C:21]=2[CH:20]=[C:19]1[C:5]1[CH2:6][CH:7]2[N:2]([CH3:1])[CH:3]([CH2:9][CH2:8]2)[CH:4]=1, predict the reactants needed to synthesize it. (2) Given the product [OH:34][C:2]1[C:7]2[NH:8][C:9]([CH2:11][C:12]3[CH:17]=[CH:16][C:15]([NH:18][C:19]([NH:21][C:22]4[CH:27]=[C:26]([C:28]([F:31])([F:30])[F:29])[CH:25]=[CH:24][C:23]=4[F:32])=[O:20])=[CH:14][CH:13]=3)=[N:10][C:6]=2[CH:5]=[CH:4][N:3]=1, predict the reactants needed to synthesize it. The reactants are: Cl[C:2]1[C:7]2[NH:8][C:9]([CH2:11][C:12]3[CH:17]=[CH:16][C:15]([NH:18][C:19]([NH:21][C:22]4[CH:27]=[C:26]([C:28]([F:31])([F:30])[F:29])[CH:25]=[CH:24][C:23]=4[F:32])=[O:20])=[CH:14][CH:13]=3)=[N:10][C:6]=2[CH:5]=[CH:4][N:3]=1.C(O)=[O:34]. (3) Given the product [CH3:25][N:1]1[C:9]2[C:4](=[CH:5][CH:6]=[CH:7][CH:8]=2)[C:3]2([CH2:13][O:12][C:11]3[CH:14]=[C:15]4[C:19](=[CH:20][C:10]2=3)[CH2:18][CH2:17][O:16]4)[C:2]1=[O:21], predict the reactants needed to synthesize it. The reactants are: [NH:1]1[C:9]2[C:4](=[CH:5][CH:6]=[CH:7][CH:8]=2)[C:3]2([CH2:13][O:12][C:11]3[CH:14]=[C:15]4[C:19](=[CH:20][C:10]2=3)[CH2:18][CH2:17][O:16]4)[C:2]1=[O:21].[H-].[Na+].I[CH3:25]. (4) Given the product [ClH:29].[CH3:30][N:31]([CH2:33][C:34]1[CH:39]=[CH:38][C:37]([C:2]2[CH:3]=[C:4]([C:14]([NH:16][CH2:17][C:18]3[C:19](=[O:28])[NH:20][C:21]([CH3:27])=[CH:22][C:23]=3[CH2:24][CH2:25][CH3:26])=[O:15])[C:5]3[CH:6]=[N:7][N:8]([CH:11]([CH3:13])[CH3:12])[C:9]=3[CH:10]=2)=[CH:36][CH:35]=1)[CH3:32], predict the reactants needed to synthesize it. The reactants are: Br[C:2]1[CH:3]=[C:4]([C:14]([NH:16][CH2:17][C:18]2[C:19](=[O:28])[NH:20][C:21]([CH3:27])=[CH:22][C:23]=2[CH2:24][CH2:25][CH3:26])=[O:15])[C:5]2[CH:6]=[N:7][N:8]([CH:11]([CH3:13])[CH3:12])[C:9]=2[CH:10]=1.[ClH:29].[CH3:30][N:31]([CH2:33][C:34]1[CH:39]=[CH:38][C:37](B2OC(C)(C)C(C)(C)O2)=[CH:36][CH:35]=1)[CH3:32].P([O-])([O-])([O-])=O.[K+].[K+].[K+].O1CCOCC1. (5) Given the product [CH:33]1([NH:36][C:2]2[N:7]=[C:6]([C:8]3[S:12][C:11]([CH:13]([CH3:15])[CH3:14])=[N:10][C:9]=3[C:16]3[CH:17]=[C:18]([NH:22][S:23]([C:26]4[CH:31]=[CH:30][CH:29]=[C:28]([F:32])[CH:27]=4)(=[O:25])=[O:24])[CH:19]=[CH:20][CH:21]=3)[CH:5]=[CH:4][N:3]=2)[CH2:35][CH2:34]1, predict the reactants needed to synthesize it. The reactants are: Cl[C:2]1[N:7]=[C:6]([C:8]2[S:12][C:11]([CH:13]([CH3:15])[CH3:14])=[N:10][C:9]=2[C:16]2[CH:17]=[C:18]([NH:22][S:23]([C:26]3[CH:31]=[CH:30][CH:29]=[C:28]([F:32])[CH:27]=3)(=[O:25])=[O:24])[CH:19]=[CH:20][CH:21]=2)[CH:5]=[CH:4][N:3]=1.[CH:33]1([NH2:36])[CH2:35][CH2:34]1.C([O-])([O-])=O.[K+].[K+]. (6) Given the product [CH:7]([O:10][C:11]1[C:18]([O:19][CH3:20])=[CH:17][CH:16]=[CH:15][C:12]=1[CH:13]=[CH2:1])([CH3:9])[CH3:8], predict the reactants needed to synthesize it. The reactants are: [CH3:1]C([O-])(C)C.[K+].[CH:7]([O:10][C:11]1[C:18]([O:19][CH3:20])=[CH:17][CH:16]=[CH:15][C:12]=1[CH:13]=O)([CH3:9])[CH3:8].O. (7) The reactants are: Br[C:2]1[CH:10]=[C:9]([C:11]([F:14])([F:13])[F:12])[CH:8]=[C:7]2[C:3]=1[CH:4]=[N:5][NH:6]2.[Cl:15][C:16]1[N:21]=[C:20]([CH3:22])[C:19](B(O)O)=[CH:18][CH:17]=1. Given the product [Cl:15][C:16]1[N:21]=[C:20]([CH3:22])[C:19]([C:2]2[CH:10]=[C:9]([C:11]([F:14])([F:13])[F:12])[CH:8]=[C:7]3[C:3]=2[CH:4]=[N:5][NH:6]3)=[CH:18][CH:17]=1, predict the reactants needed to synthesize it. (8) Given the product [Br:1][C:2]1[CH:3]=[CH:4][C:5]([O:10][CH3:11])=[C:6]([CH:9]=1)[CH2:7][O:8][Si:17]([C:20]([CH3:23])([CH3:22])[CH3:21])([CH3:19])[CH3:18], predict the reactants needed to synthesize it. The reactants are: [Br:1][C:2]1[CH:3]=[CH:4][C:5]([O:10][CH3:11])=[C:6]([CH:9]=1)[CH2:7][OH:8].N1C=CN=C1.[Si:17](Cl)([C:20]([CH3:23])([CH3:22])[CH3:21])([CH3:19])[CH3:18].